Dataset: Catalyst prediction with 721,799 reactions and 888 catalyst types from USPTO. Task: Predict which catalyst facilitates the given reaction. (1) Reactant: [OH:1][C:2]1[CH:10]=[CH:9][C:5]([C:6]([OH:8])=[O:7])=[CH:4][CH:3]=1.[C:11](OC(=O)C)(=[O:13])[CH3:12]. Product: [C:11]([O:1][C:2]1[CH:10]=[CH:9][C:5]([C:6]([OH:8])=[O:7])=[CH:4][CH:3]=1)(=[O:13])[CH3:12]. The catalyst class is: 82. (2) Reactant: [C@@H:1]1([N:10]2[C:14]3[N:15]=[N:16][NH:17][C:18](=[O:19])[C:13]=3[N:12]=[CH:11]2)[O:7][C@H:6]([CH2:8][OH:9])[C@@H:4]([OH:5])[C@H:2]1[OH:3]. Product: [C:2]([O:3][C@@H:2]1[C@H:4]([O:5][C:4](=[O:5])[CH3:6])[C@@H:6]([CH2:8][O:9][C:18](=[O:19])[CH3:13])[O:7][C@H:1]1[N:10]1[C:14]2[N:15]=[N:16][NH:17][C:18](=[O:19])[C:13]=2[N:12]=[CH:11]1)(=[O:3])[CH3:1]. The catalyst class is: 228. (3) Reactant: C([N:8]1[CH2:15][CH2:14][C@H:13]([CH:16]2[CH2:21][CH2:20][CH2:19][CH2:18][CH2:17]2)[C@H:9]1[C:10]([OH:12])=[O:11])(OC(C)(C)C)=O.C(O)(C(F)(F)F)=O. Product: [CH:16]1([C@H:13]2[CH2:14][CH2:15][NH:8][C@@H:9]2[C:10]([OH:12])=[O:11])[CH2:17][CH2:18][CH2:19][CH2:20][CH2:21]1. The catalyst class is: 2. (4) Reactant: C(OC([N:8]1[CH2:12][CH:11]([C:13]#[N:14])[CH2:10][CH:9]1[C:15]1[NH:16][C:17]([C:20]2[CH:25]=[CH:24][C:23]([C:26]3[CH:35]=[CH:34][C:33]4[C:28](=[CH:29][CH:30]=[C:31]([C:36]5[NH:37][C:38]([CH:41]6[CH2:47][C:44]7([CH2:46][CH2:45]7)[CH2:43][N:42]6[C:48](=[O:58])[CH:49]([NH:53][C:54]([O:56][CH3:57])=[O:55])[CH:50]([CH3:52])[CH3:51])=[N:39][CH:40]=5)[CH:32]=4)[CH:27]=3)=[CH:22][CH:21]=2)=[CH:18][N:19]=1)=O)(C)(C)C.[ClH:59]. Product: [ClH:59].[ClH:59].[ClH:59].[CH3:57][O:56][C:54](=[O:55])[NH:53][CH:49]([C:48]([N:42]1[CH:41]([C:38]2[NH:37][C:36]([C:31]3[CH:30]=[CH:29][C:28]4[C:33](=[CH:34][CH:35]=[C:26]([C:23]5[CH:24]=[CH:25][C:20]([C:17]6[NH:16][C:15]([CH:9]7[CH2:10][CH:11]([C:13]#[N:14])[CH2:12][NH:8]7)=[N:19][CH:18]=6)=[CH:21][CH:22]=5)[CH:27]=4)[CH:32]=3)=[CH:40][N:39]=2)[CH2:47][C:44]2([CH2:45][CH2:46]2)[CH2:43]1)=[O:58])[CH:50]([CH3:52])[CH3:51]. The catalyst class is: 2. (5) Reactant: [CH3:1][C:2]([O:5][C:6]([NH:8][CH:9]1[CH2:13][CH:12]=[CH:11][CH2:10]1)=[O:7])([CH3:4])[CH3:3].[O:14]1CCCC1.B.[OH-].[Na+].OO. Product: [C:2]([O:5][C:6](=[O:7])[NH:8][C@H:9]1[CH2:13][CH2:12][C@@H:11]([OH:14])[CH2:10]1)([CH3:1])([CH3:3])[CH3:4]. The catalyst class is: 20.